Task: Predict which catalyst facilitates the given reaction.. Dataset: Catalyst prediction with 721,799 reactions and 888 catalyst types from USPTO Reactant: [CH3:1][S:2][C:3]1[CH:8]=[CH:7][C:6]([SH:9])=[CH:5][CH:4]=1.[H-].[Na+].[CH3:12][C:13]1([CH2:26][CH2:27]OS(C2C=CC(C)=CC=2)(=O)=O)[CH2:18][CH2:17][N:16]([C:19]([O:21][C:22]([CH3:25])([CH3:24])[CH3:23])=[O:20])[CH2:15][CH2:14]1. Product: [CH3:12][C:13]1([CH2:26][CH2:27][S:9][C:6]2[CH:7]=[CH:8][C:3]([S:2][CH3:1])=[CH:4][CH:5]=2)[CH2:14][CH2:15][N:16]([C:19]([O:21][C:22]([CH3:23])([CH3:24])[CH3:25])=[O:20])[CH2:17][CH2:18]1. The catalyst class is: 3.